This data is from Experimentally validated miRNA-target interactions with 360,000+ pairs, plus equal number of negative samples. The task is: Binary Classification. Given a miRNA mature sequence and a target amino acid sequence, predict their likelihood of interaction. (1) The miRNA is mmu-miR-767 with sequence UGCACCAUGGUUGUCUGAGCA. The protein sequence of the target gene is MPARTAPARVPALASPAGSLPDHVRRRLKDLERDGLTEKECVREKLNLLHEFLQTEIKSQLCDLETKLHKEELSEEGYLAKVKSLLNKDLSLENGTHTLTQKANGCPANGSRPTWRAEMADSNRSPRSRPKPRGPRRSKSDSDTLSVETSPSSVATRRTTRQTTITAHFTKGPTKRKPKEESEEGNSAESAAEERDQDKKRRVVDTESGAAAAVEKLEEVTAGTQLGPEEPCEQEDDNRSLRRHTRELSLRRKSKEDPDREARPETHLDEDEDGKKDKRSSRPRSQPRDPAAKRRPKEAE.... Result: 0 (no interaction). (2) The miRNA is hsa-miR-92a-2-5p with sequence GGGUGGGGAUUUGUUGCAUUAC. The protein sequence of the target gene is MASESDTEEFYDAPEDVHLGGGYPVGSPGKVGLSTFKETENTAYKVGNESPVQELKQDVSKKIIESIIEESQKVLQLEDDSLDSKGKELSDQATASPIVARTDLSNIPGLLAIDQVLPEESQKAESQNTFEETELELKKCFPSDETCEKPVDETTKLTQTSSTEQLNVLETETEVLNKEAVEVKGGGDVLEPVSSDSLSTKDFAAVEEVAPAKPPRHLTPEPDIVASTKKPVPARPPPPTNFPPPRPPPPSRPAPPPRKRKSELEFETLKTPDIDVPKENITSDSLLTASMASESTVKDS.... Result: 0 (no interaction). (3) The miRNA is mmu-miR-467b-5p with sequence GUAAGUGCCUGCAUGUAUAUG. The protein sequence of the target gene is MEGEPPPVEERRRLQEELNEFVESGCRTLEEVTASLGWDLDSLDPGEEEAAEDEVVICPYDSNHHMPKSSLAKHMASCRLRKMGYTKEEEDEMYNPEFFYENVKIPSITLNKDSQFQIIKQARTAVGKDSDCYNQRIYSSLPVEVPLNHKRFVCDLTQADRLALYDFVVEETKKKRSDSQIIENDSDLFVDLAAKINQDNSRKSPKSYLEILAEVRDYKRRRQSYRAKNVHITKKSYTEVIRDVINVHMEELSNHWQEEQEKAEDDAEKNEERRSASVDSRQSGGSYLDAECSRHRRDRS.... Result: 0 (no interaction). (4) The miRNA is hsa-miR-4520-3p with sequence UUGGACAGAAAACACGCAGGAA. The protein sequence of the target gene is MLLPVFTLKLRHKISPRMVAIGRYDGTHPCLAAATQAGKVFIHNPHTRSQHFSASRVFQSPLESDVSLLNINQTVSCLGSGVLNPELGYDTLLVGTQTSLLAYDIYNNSDLFYREVSDGANAIVLGTLGDIAPPLAIIGGNCALQGFDHEGNDLFWTVTGDNVHSLALCDFDGDGKTELLVGSEDFDIRVFKEDEIVAEMTETEIVTSLCPMYGSRFGYALSNGTVGVYDKTARYWRIKSKNHAMSIHAFDINSDGVCELITGWSNGKVDARSDRTGEVIFKDNFSSAVAGVVEGDYRMD.... Result: 0 (no interaction). (5) The miRNA is mmu-miR-324-3p with sequence CCACUGCCCCAGGUGCUGCU. The protein sequence of the target gene is MEGLAGYVYKAASEGKVLTLAALLLNRSESDIRYLLGYVSQQGGQRSTPLIIAARNGHAKVVRLLLEHYRVQTQQTGTVRFDGYVIDGATALWCAAGAGHFEVVKLLVSHGANVNHTTVTNSTPLRAACFDGRLDIVKYLVENNANISIANKYDNTCLMIAAYKGHTDVVRYLLEQRADPNAKAHCGATALHFAAEAGHIDIVKELIKWRAAIVVNGHGMTPLKVAAESCKADVVELLLSHADCDRRSRIEALELLGASFANDRENYDIMKTYHYLYLAMLERFQDGDNILEKEVLPPIH.... Result: 1 (interaction). (6) The miRNA is hsa-miR-4504 with sequence UGUGACAAUAGAGAUGAACAUG. The protein sequence of the target gene is MAKRPGPPGSREMGLLTFRDIAIEFSLAEWQCLDHAQQNLYRDVMLENYRNLVSLGIAVSKPDLITCLEQNKEPQNIKRNEMVAKHPVTCSHFTQDLQSEQGIKDSLQKVILRRYGKCGQEDLQVKKCCKSVGECEVHKGGYNYVNQCLSATQNKTFQTHKCVKVFGKFSNSNRHKTRHTGKKHFKCKNDGKSFCMLSRLNQHQIIHTREKSYKCEECGKSFNCSSTLTRHKRIHTGEKPYRCEECGKAFSWSASLTKHKRIHTGEKPYTCEERGKVFSRSTLTNYKRIHTGEKPYTCEE.... Result: 1 (interaction). (7) The miRNA is mmu-miR-369-5p with sequence AGAUCGACCGUGUUAUAUUCGC. The protein sequence of the target gene is MYTITKGPSKLVAQRRTGPTQQQVEGRLGELLKCRQPAPPTSQPPRAQPFAQPPGPWPLSSPGPRLVFNRVNGRRAPSTSPSFEGTQETYTVAHEENVRFVSEAWQQVQQQLDGGPAGEGGPRPVQYVERTPNPRLQNFVPIDLDEWWAQQFLARITSCS. Result: 0 (no interaction).